Dataset: TCR-epitope binding with 47,182 pairs between 192 epitopes and 23,139 TCRs. Task: Binary Classification. Given a T-cell receptor sequence (or CDR3 region) and an epitope sequence, predict whether binding occurs between them. (1) The epitope is CINGVCWTV. The TCR CDR3 sequence is CASSLDREVTGELFF. Result: 0 (the TCR does not bind to the epitope). (2) The epitope is RLRAEAQVK. Result: 1 (the TCR binds to the epitope). The TCR CDR3 sequence is CASSYGRAYEQYF.